From a dataset of Reaction yield outcomes from USPTO patents with 853,638 reactions. Predict the reaction yield, written as a fraction of the theoretical maximum amount of product (1.0 means a 100% yield; for example, 0.34 means a 34% yield). (1) The yield is 0.610. The product is [CH3:19][O:20][N:21]=[C:9]([CH2:10][CH3:11])[CH2:8][N:7]1[C:2](=[O:1])[N:3]2[CH:15]=[N:14][C:13]([C:16]([NH2:18])=[O:17])=[C:4]2[N:5]=[N:6]1. The reactants are [O:1]=[C:2]1[N:7]([CH2:8][C:9](=O)[CH2:10][CH3:11])[N:6]=[N:5][C:4]2=[C:13]([C:16]([NH2:18])=[O:17])[N:14]=[CH:15][N:3]12.[CH3:19][O:20][NH2:21].Cl.N1C=CC=CC=1. The catalyst is CCO.CCOC(C)=O.CC#N. (2) The reactants are [CH2:1]([O:3][P:4]([CH2:9][CH2:10][NH:11][CH2:12][C:13]([CH3:36])=[CH:14][CH2:15][C:16]1[C:17]([O:29][CH2:30][CH2:31][Si:32]([CH3:35])([CH3:34])[CH3:33])=[C:18]2[C:22](=[C:23]([CH3:27])[C:24]=1[O:25][CH3:26])[CH2:21][O:20][C:19]2=[O:28])(=[O:8])[O:5][CH2:6][CH3:7])[CH3:2].[C:37](OC(=O)C)(=[O:39])[CH3:38]. The catalyst is C(O)(=O)C. The product is [CH2:1]([O:3][P:4]([CH2:9][CH2:10][N:11]([C:37](=[O:39])[CH3:38])[CH2:12][C:13]([CH3:36])=[CH:14][CH2:15][C:16]1[C:17]([O:29][CH2:30][CH2:31][Si:32]([CH3:33])([CH3:34])[CH3:35])=[C:18]2[C:22](=[C:23]([CH3:27])[C:24]=1[O:25][CH3:26])[CH2:21][O:20][C:19]2=[O:28])(=[O:8])[O:5][CH2:6][CH3:7])[CH3:2]. The yield is 0.810. (3) The reactants are [F:1][C@@H:2]1[CH2:6][CH2:5][N:4]([C:7]2[CH:15]=[C:14]([N:16]3[CH2:21][CH2:20][O:19][CH2:18][CH2:17]3)[CH:13]=[C:12]([CH3:22])[C:8]=2[C:9]([NH2:11])=[O:10])[CH2:3]1.[OH-].[Na+].[Cl:25][C:26]1[CH:33]=[CH:32][C:29]([CH2:30]Br)=[CH:28][CH:27]=1. The catalyst is O1CCCC1.C1C=CC=CC=1.S([O-])(O)(=O)=O.C([N+](CCCC)(CCCC)CCCC)CCC.O1CCCC1. The product is [Cl:25][C:26]1[CH:33]=[CH:32][C:29]([CH2:30][NH:11][C:9](=[O:10])[C:8]2[C:12]([CH3:22])=[CH:13][C:14]([N:16]3[CH2:17][CH2:18][O:19][CH2:20][CH2:21]3)=[CH:15][C:7]=2[N:4]2[CH2:5][CH2:6][C@@H:2]([F:1])[CH2:3]2)=[CH:28][CH:27]=1. The yield is 0.220. (4) The reactants are [F:1][C:2]([F:25])([F:24])[O:3][C:4]1[CH:9]=[CH:8][C:7]([NH:10][C:11](=[O:23])[C:12]2[CH:13]=[C:14]([CH:18]=[CH:19][C:20]=2[O:21][CH3:22])[C:15](O)=[O:16])=[CH:6][CH:5]=1.[Cl-].[NH4+].O.[N:29]1(O)C2C=CC=CC=2N=N1.Cl.CN(C)CCCN=C=NCC.C(N(CC)C(C)C)(C)C. The catalyst is CN(C)C=O. The product is [F:1][C:2]([F:25])([F:24])[O:3][C:4]1[CH:9]=[CH:8][C:7]([NH:10][C:11](=[O:23])[C:12]2[CH:13]=[C:14]([CH:18]=[CH:19][C:20]=2[O:21][CH3:22])[C:15]([NH2:29])=[O:16])=[CH:6][CH:5]=1. The yield is 0.960. (5) The reactants are Br[C:2]1[CH:3]=[CH:4][C:5]([CH3:26])=[C:6]([N:8]2[C:13]([CH3:14])=[CH:12][C:11]([O:15][CH2:16][C:17]3[CH:22]=[CH:21][C:20]([F:23])=[CH:19][C:18]=3[F:24])=[CH:10][C:9]2=[O:25])[CH:7]=1.[CH:27]([Sn](CCCC)(CCCC)CCCC)=[CH2:28]. No catalyst specified. The product is [F:24][C:18]1[CH:19]=[C:20]([F:23])[CH:21]=[CH:22][C:17]=1[CH2:16][O:15][C:11]1[CH:12]=[C:13]([CH3:14])[N:8]([C:6]2[CH:7]=[C:2]([CH:27]=[CH2:28])[CH:3]=[CH:4][C:5]=2[CH3:26])[C:9](=[O:25])[CH:10]=1. The yield is 0.540. (6) The product is [F:37][C:23]1[C:24]([NH:26][C:27]2[CH:36]=[CH:35][CH:34]=[CH:33][C:28]=2[C:29](=[O:30])[NH:31][CH3:32])=[CH:25][C:20]([NH:9][C:10]2[CH:11]=[N:12][N:13]([CH2:15][C:16]([OH:18])=[O:17])[CH:14]=2)=[N:21][CH:22]=1. The reactants are CC(C)([O-])C.[Na+].Cl.Cl.[NH2:9][C:10]1[CH:11]=[N:12][N:13]([CH2:15][C:16]([OH:18])=[O:17])[CH:14]=1.Cl[C:20]1[CH:25]=[C:24]([NH:26][C:27]2[CH:36]=[CH:35][CH:34]=[CH:33][C:28]=2[C:29]([NH:31][CH3:32])=[O:30])[C:23]([F:37])=[CH:22][N:21]=1.CC1(C)C2C=CC=C(P(C3C=CC=CC=3)C3C=CC=CC=3)C=2OC2C1=CC=CC=2P(C1C=CC=CC=1)C1C=CC=CC=1. The yield is 0.640. The catalyst is O1CCOCC1.C1C=CC(/C=C/C(/C=C/C2C=CC=CC=2)=O)=CC=1.C1C=CC(/C=C/C(/C=C/C2C=CC=CC=2)=O)=CC=1.C1C=CC(/C=C/C(/C=C/C2C=CC=CC=2)=O)=CC=1.[Pd].[Pd]. (7) The reactants are F[C:2](F)(F)[C:3]([OH:5])=O.C(C1C=C([C:20]2[S:24][C:23]([C:25]3[CH:26]=[C:27]4[C:32](=[CH:33][CH:34]=3)[CH2:31][N:30](C(OC(C)(C)C)=O)[CH2:29][CH2:28]4)=[N:22][N:21]=2)C=CC=1OC(C)C)#N. The catalyst is C(Cl)Cl. The product is [CH3:26][CH:27]([O:5][C:3]1[C:2]([C:20]2[S:24][C:23]([C:25]3[CH:26]=[C:27]4[C:32](=[CH:33][CH:34]=3)[CH2:31][NH:30][CH2:29][CH2:28]4)=[N:22][N:21]=2)=[CH:32][CH:33]=[CH:34][C:25]=1[C:23]#[N:22])[CH3:28]. The yield is 1.09.